Regression. Given a peptide amino acid sequence and an MHC pseudo amino acid sequence, predict their binding affinity value. This is MHC class II binding data. From a dataset of Peptide-MHC class II binding affinity with 134,281 pairs from IEDB. (1) The peptide sequence is GELQIVDKIDAAFHI. The MHC is DRB1_0101 with pseudo-sequence DRB1_0101. The binding affinity (normalized) is 0.572. (2) The peptide sequence is SVEFDMSHLNLTMPN. The MHC is H-2-IAb with pseudo-sequence H-2-IAb. The binding affinity (normalized) is 0.328. (3) The peptide sequence is AEHQAIVRDVLAAGD. The MHC is DRB1_1001 with pseudo-sequence DRB1_1001. The binding affinity (normalized) is 0. (4) The peptide sequence is GELQIVDKIDWAFKI. The MHC is DRB4_0101 with pseudo-sequence DRB4_0103. The binding affinity (normalized) is 0.807. (5) The peptide sequence is SQFLELSWNLNGLQAY. The MHC is DRB1_0802 with pseudo-sequence DRB1_0802. The binding affinity (normalized) is 0.377. (6) The MHC is DRB3_0101 with pseudo-sequence DRB3_0101. The binding affinity (normalized) is 0.271. The peptide sequence is EEALNVALAVVTLLA. (7) The peptide sequence is GRTILKENIKYEVAIFVH. The MHC is DRB1_0301 with pseudo-sequence DRB1_0301. The binding affinity (normalized) is 0.564. (8) The peptide sequence is GGESFGIVVAWKVRL. The MHC is DRB4_0101 with pseudo-sequence DRB4_0103. The binding affinity (normalized) is 0.182. (9) The peptide sequence is VIGLLPQNMVLTTQG. The MHC is H-2-IAb with pseudo-sequence H-2-IAb. The binding affinity (normalized) is 0.174.